This data is from Forward reaction prediction with 1.9M reactions from USPTO patents (1976-2016). The task is: Predict the product of the given reaction. (1) Given the reactants [OH:1][C:2]1[C:7]([C:8]([OH:10])=O)=[CH:6][N:5]=[C:4]([N:11]2[CH:15]=[CH:14][CH:13]=[N:12]2)[N:3]=1.CCN(CC)CC.CN(C(ON1N=NC2C=CC=NC1=2)=[N+](C)C)C.F[P-](F)(F)(F)(F)F.[NH2:47][C@H:48]([C:61]1[CH:66]=[CH:65][CH:64]=[CH:63][CH:62]=1)[C:49]1[CH:50]=[C:51]([P:55]([CH3:60])(=[O:59])[O:56][CH2:57][CH3:58])[CH:52]=[CH:53][CH:54]=1, predict the reaction product. The product is: [OH:1][C:2]1[C:7]([C:8]([NH:47][C@H:48]([C:61]2[CH:62]=[CH:63][CH:64]=[CH:65][CH:66]=2)[C:49]2[CH:50]=[C:51]([P:55]([CH3:60])(=[O:59])[O:56][CH2:57][CH3:58])[CH:52]=[CH:53][CH:54]=2)=[O:10])=[CH:6][N:5]=[C:4]([N:11]2[CH:15]=[CH:14][CH:13]=[N:12]2)[N:3]=1. (2) Given the reactants [C:1]([O:5][C:6](=[O:30])[NH:7][CH2:8][CH2:9][C:10]1[CH:15]=[CH:14][C:13]([C:16]2[CH:21]=[CH:20][CH:19]=[C:18]([O:22][C:23]3[CH:28]=[CH:27][N:26]=[C:25](Cl)[N:24]=3)[CH:17]=2)=[CH:12][CH:11]=1)([CH3:4])([CH3:3])[CH3:2].[C-]#N.[K+].[N:34]12CCN(CC1)C[CH2:35]2.CC(O)=O, predict the reaction product. The product is: [C:1]([O:5][C:6](=[O:30])[NH:7][CH2:8][CH2:9][C:10]1[CH:15]=[CH:14][C:13]([C:16]2[CH:21]=[CH:20][CH:19]=[C:18]([O:22][C:23]3[CH:28]=[CH:27][N:26]=[C:25]([C:35]#[N:34])[N:24]=3)[CH:17]=2)=[CH:12][CH:11]=1)([CH3:4])([CH3:3])[CH3:2]. (3) The product is: [Cl:1][C:2]1[CH:7]=[CH:6][C:5]([C:8]2[S:9][C:10]([CH3:28])=[C:11]([CH:13]3[C:17](=[O:18])[CH:16]([CH2:19][C:20]4[CH:25]=[CH:24][C:23]([F:26])=[CH:22][N:21]=4)[CH2:15][C:14]3=[O:27])[N:12]=2)=[CH:4][CH:3]=1. Given the reactants [Cl:1][C:2]1[CH:7]=[CH:6][C:5]([C:8]2[S:9][C:10]([CH3:28])=[C:11]([CH:13]3[C:17](=[O:18])/[C:16](=[CH:19]/[C:20]4[CH:25]=[CH:24][C:23]([F:26])=[CH:22][N:21]=4)/[CH2:15][C:14]3=[O:27])[N:12]=2)=[CH:4][CH:3]=1, predict the reaction product.